From a dataset of NCI-60 drug combinations with 297,098 pairs across 59 cell lines. Regression. Given two drug SMILES strings and cell line genomic features, predict the synergy score measuring deviation from expected non-interaction effect. (1) Drug 1: CC(C)(C#N)C1=CC(=CC(=C1)CN2C=NC=N2)C(C)(C)C#N. Drug 2: CC1=C(C(=O)C2=C(C1=O)N3CC4C(C3(C2COC(=O)N)OC)N4)N. Cell line: A549. Synergy scores: CSS=25.2, Synergy_ZIP=4.02, Synergy_Bliss=3.76, Synergy_Loewe=-15.6, Synergy_HSA=-2.35. (2) Drug 1: CNC(=O)C1=CC=CC=C1SC2=CC3=C(C=C2)C(=NN3)C=CC4=CC=CC=N4. Drug 2: C1C(C(OC1N2C=NC3=C2NC=NCC3O)CO)O. Cell line: EKVX. Synergy scores: CSS=9.67, Synergy_ZIP=-2.43, Synergy_Bliss=1.23, Synergy_Loewe=2.37, Synergy_HSA=2.20.